This data is from Full USPTO retrosynthesis dataset with 1.9M reactions from patents (1976-2016). The task is: Predict the reactants needed to synthesize the given product. (1) Given the product [CH3:12][N:11]([CH3:13])[S:8]([C:5]1[CH:6]=[CH:7][C:2]([C:18]2[CH:19]=[CH:20][C:15]([NH2:14])=[CH:16][CH:17]=2)=[CH:3][CH:4]=1)(=[O:10])=[O:9], predict the reactants needed to synthesize it. The reactants are: Br[C:2]1[CH:7]=[CH:6][C:5]([S:8]([N:11]([CH3:13])[CH3:12])(=[O:10])=[O:9])=[CH:4][CH:3]=1.[NH2:14][C:15]1[CH:20]=[CH:19][C:18](B(O)O)=[CH:17][CH:16]=1.[O-]P([O-])([O-])=O.[K+].[K+].[K+].C1(P(C2CCCCC2)C2C=CC=CC=2C2C=CC=CC=2)CCCCC1. (2) Given the product [CH3:2][O:3][C:4]1[CH:11]=[CH:10][C:7]([CH2:8][C:13]2[C:18]3[C:19]4[CH:20]=[CH:21][CH:22]=[N:23][C:24]=4[CH2:25][CH2:26][C:17]=3[CH:16]=[CH:15][CH:14]=2)=[CH:6][CH:5]=1, predict the reactants needed to synthesize it. The reactants are: [Cl-].[CH3:2][O:3][C:4]1[CH:11]=[CH:10][C:7]([CH2:8][Zn+])=[CH:6][CH:5]=1.Br[C:13]1[C:18]2[C:19]3[CH:20]=[CH:21][CH:22]=[N:23][C:24]=3[CH2:25][CH2:26][C:17]=2[CH:16]=[CH:15][CH:14]=1. (3) The reactants are: CC(OC([NH:8][C@:9]([CH3:18])([C:14]([O:16][CH3:17])=[O:15])[CH2:10][CH:11]([CH3:13])[CH3:12])=O)(C)C.C(O)(C(F)(F)F)=O. Given the product [CH3:18][C@@:9]([C:14]([O:16][CH3:17])=[O:15])([CH2:10][CH:11]([CH3:13])[CH3:12])[NH2:8], predict the reactants needed to synthesize it.